Dataset: Forward reaction prediction with 1.9M reactions from USPTO patents (1976-2016). Task: Predict the product of the given reaction. (1) Given the reactants [F:1][C:2]1[CH:3]=[C:4]([CH:7]=[CH:8][C:9]=1[N:10]1[C:22]2[C:21]3[CH:20]=[C:19]([OH:23])[C:18]([O:24][CH3:25])=[CH:17][C:16]=3[N:15]=[CH:14][C:13]=2[N:12]([CH3:26])[C:11]1=[O:27])[C:5]#[N:6].C(=O)([O-])[O-].[K+].[K+].Cl[CH2:35][C:36]1[CH:40]=[CH:39][S:38][CH:37]=1.O, predict the reaction product. The product is: [F:1][C:2]1[CH:3]=[C:4]([CH:7]=[CH:8][C:9]=1[N:10]1[C:22]2[C:21]3[CH:20]=[C:19]([O:23][CH2:35][C:36]4[CH:40]=[CH:39][S:38][CH:37]=4)[C:18]([O:24][CH3:25])=[CH:17][C:16]=3[N:15]=[CH:14][C:13]=2[N:12]([CH3:26])[C:11]1=[O:27])[C:5]#[N:6]. (2) Given the reactants [CH3:1][S:2][CH2:3][C@H:4]([C:6]([N:8]1[CH2:13][CH2:12][CH:11]([CH:14]2[CH2:19][CH2:18][N:17]([CH3:20])[CH2:16][CH2:15]2)[CH2:10][CH2:9]1)=[O:7])[NH2:5].[Cl:21][C:22]1[CH:23]=[CH:24][C:25]2[CH:29]=[C:28]([C:30](O)=[O:31])[S:27][C:26]=2[CH:33]=1, predict the reaction product. The product is: [ClH:21].[Cl:21][C:22]1[CH:23]=[CH:24][C:25]2[CH:29]=[C:28]([C:30]([NH:5][C@@H:4]([C:6]([N:8]3[CH2:9][CH2:10][CH:11]([CH:14]4[CH2:15][CH2:16][N:17]([CH3:20])[CH2:18][CH2:19]4)[CH2:12][CH2:13]3)=[O:7])[CH2:3][S:2][CH3:1])=[O:31])[S:27][C:26]=2[CH:33]=1. (3) The product is: [Br:12][C:7]1[C:8]([O:10][CH3:11])=[CH:9][C:2]([OH:1])=[C:3]([CH:6]=1)[CH:4]=[O:5]. Given the reactants [OH:1][C:2]1[CH:9]=[C:8]([O:10][CH3:11])[CH:7]=[CH:6][C:3]=1[CH:4]=[O:5].[Br:12]Br, predict the reaction product. (4) Given the reactants [CH:1]([C:4]1[CH:5]=[C:6]([C:12]([OH:14])=O)[O:7][C:8]=1[CH:9]([CH3:11])[CH3:10])([CH3:3])[CH3:2].[F:15][C:16]1[CH:25]=[C:24]([NH2:26])[CH:23]=[CH:22][C:17]=1[C:18]([O:20][CH3:21])=[O:19], predict the reaction product. The product is: [F:15][C:16]1[CH:25]=[C:24]([NH:26][C:12]([C:6]2[O:7][C:8]([CH:9]([CH3:10])[CH3:11])=[C:4]([CH:1]([CH3:2])[CH3:3])[CH:5]=2)=[O:14])[CH:23]=[CH:22][C:17]=1[C:18]([O:20][CH3:21])=[O:19]. (5) Given the reactants C(O[C:4]([C:6]1[C:7]2[CH2:8][C@H:9]3[CH2:22][C@H:10]3[C:11]=2[N:12]([C:14]2[CH:19]=[CH:18][C:17]([F:20])=[CH:16][C:15]=2[F:21])[N:13]=1)=[O:5])C.[NH2:23][CH:24]([CH:27]1[CH2:32][CH2:31][O:30][CH2:29][CH2:28]1)[CH2:25][OH:26], predict the reaction product. The product is: [OH:26][CH2:25][CH:24]([NH:23][C:4]([C:6]1[C:7]2[CH2:8][C@H:9]3[CH2:22][C@H:10]3[C:11]=2[N:12]([C:14]2[CH:19]=[CH:18][C:17]([F:20])=[CH:16][C:15]=2[F:21])[N:13]=1)=[O:5])[CH:27]1[CH2:32][CH2:31][O:30][CH2:29][CH2:28]1.